From a dataset of Full USPTO retrosynthesis dataset with 1.9M reactions from patents (1976-2016). Predict the reactants needed to synthesize the given product. Given the product [CH3:13][O:12][C:6]1[CH:5]=[C:4]([CH:2]([OH:3])[CH3:1])[CH:9]=[CH:8][C:7]=1[O:10][CH3:11], predict the reactants needed to synthesize it. The reactants are: [CH3:1][C:2]([C:4]1[CH:9]=[CH:8][C:7]([O:10][CH3:11])=[C:6]([O:12][CH3:13])[CH:5]=1)=[O:3].C(=O)([O-])[O-].[Na+].[Na+].